This data is from Full USPTO retrosynthesis dataset with 1.9M reactions from patents (1976-2016). The task is: Predict the reactants needed to synthesize the given product. (1) Given the product [OH:33][C:27]([C:29]([F:32])([F:31])[F:30])=[O:28].[N:19]1[CH:18]=[CH:17][C:16]([C:13]2[O:12][C:11]([CH:9]([CH3:34])[CH2:8][CH2:22][CH2:29][CH2:27][OH:33])=[N:15][N:14]=2)=[CH:21][CH:20]=1, predict the reactants needed to synthesize it. The reactants are: C([CH:8]([CH2:22]CCCN)[CH:9]([C:11]1[O:12][C:13]([C:16]2[CH:21]=[CH:20][N:19]=[CH:18][CH:17]=2)=[N:14][N:15]=1)O)(OC(C)(C)C)=O.[C:27]([OH:33])([C:29]([F:32])([F:31])[F:30])=[O:28].[CH2:34](Cl)Cl. (2) Given the product [ClH:15].[Cl:15][CH2:14][CH2:13][CH2:12][N:7]1[CH2:8][CH2:9][O:10][C@H:5]([CH2:4][O:3][CH3:2])[CH2:6]1, predict the reactants needed to synthesize it. The reactants are: Cl.[CH3:2][O:3][CH2:4][C@H:5]1[O:10][CH2:9][CH2:8][NH:7][CH2:6]1.Br[CH2:12][CH2:13][CH2:14][Cl:15].C(=O)([O-])[O-].[K+].[K+].C(OCC)(=O)C.